From a dataset of Catalyst prediction with 721,799 reactions and 888 catalyst types from USPTO. Predict which catalyst facilitates the given reaction. Reactant: [CH2:1]([C:5]1[N:6]=[C:7]2[CH:24]=[CH:23][CH:22]=[CH:21][N:8]2[C:9](=[O:20])[C:10]=1[C:11]1[CH:12]=[C:13]2[C:17](=[CH:18][CH:19]=1)[NH:16][CH2:15][CH2:14]2)[CH2:2][CH2:3][CH3:4].CO.[ClH:27].C(OCC)(=O)C. Product: [ClH:27].[CH2:1]([C:5]1[N:6]=[C:7]2[CH:24]=[CH:23][CH:22]=[CH:21][N:8]2[C:9](=[O:20])[C:10]=1[C:11]1[CH:12]=[C:13]2[C:17](=[CH:18][CH:19]=1)[NH:16][CH2:15][CH2:14]2)[CH2:2][CH2:3][CH3:4]. The catalyst class is: 5.